Task: Predict the reaction yield, written as a fraction of the theoretical maximum amount of product (1.0 means a 100% yield; for example, 0.34 means a 34% yield).. Dataset: Reaction yield outcomes from USPTO patents with 853,638 reactions (1) The reactants are [O:1]1[CH2:6][CH2:5][CH2:4][C@H:3]([NH:7][C:8]([C:10]2[C:18]3[C:13](=[N:14][CH:15]=[C:16]([C:19]4[C:27]5[C:22](=[CH:23][C:24]([Cl:28])=[CH:25][CH:26]=5)[N:21]([CH3:29])[N:20]=4)[N:17]=3)[N:12](COCC[Si](C)(C)C)[CH:11]=2)=[O:9])[CH2:2]1.FC(F)(F)C(O)=O.C(N)CN.O. The catalyst is ClCCl.C(OCC)(=O)C. The product is [O:1]1[CH2:6][CH2:5][CH2:4][C@H:3]([NH:7][C:8]([C:10]2[C:18]3[C:13](=[N:14][CH:15]=[C:16]([C:19]4[C:27]5[C:22](=[CH:23][C:24]([Cl:28])=[CH:25][CH:26]=5)[N:21]([CH3:29])[N:20]=4)[N:17]=3)[NH:12][CH:11]=2)=[O:9])[CH2:2]1. The yield is 0.710. (2) The reactants are [O:1]=[C:2]([NH:8][C:9]1[CH:10]=[C:11]([CH3:15])[CH:12]=[CH:13][CH:14]=1)/[CH:3]=[CH:4]\[C:5]([OH:7])=O.CCN(CC)CC.ClC(OC)=O.[NH:28]1[CH2:33][CH2:32][CH2:31][CH2:30][CH2:29]1. The catalyst is C1COCC1. The product is [O:7]=[C:5]([N:28]1[CH2:33][CH2:32][CH2:31][CH2:30][CH2:29]1)/[CH:4]=[CH:3]\[C:2]([NH:8][C:9]1[CH:10]=[C:11]([CH3:15])[CH:12]=[CH:13][CH:14]=1)=[O:1]. The yield is 0.750. (3) The reactants are [CH:1]1([NH:4][C:5]([NH:7][C:8]2[CH:13]=[CH:12][C:11]([O:14][C:15]3[CH:20]=[CH:19][N:18]=[C:17]4[CH:21]=[C:22]([C:24]5[CH:29]=[CH:28][C:27]([CH2:30][N:31]6[CH2:36][CH2:35][NH:34][CH2:33][CH2:32]6)=[CH:26][N:25]=5)[S:23][C:16]=34)=[C:10]([F:37])[CH:9]=2)=[O:6])[CH2:3][CH2:2]1.[C:38]([S:41][CH2:42][C:43](O)=[O:44])(=[O:40])[CH3:39].C(N(CC)CC)C.C(Cl)CCl.Cl. The catalyst is CN(C=O)C.CCOC(C)=O. The product is [C:38](=[O:40])([S:41][CH2:42][C:43]([N:34]1[CH2:33][CH2:32][N:31]([CH2:30][C:27]2[CH:26]=[N:25][C:24]([C:22]3[S:23][C:16]4[C:17](=[N:18][CH:19]=[CH:20][C:15]=4[O:14][C:11]4[CH:12]=[CH:13][C:8]([NH:7][C:5]([NH:4][CH:1]5[CH2:3][CH2:2]5)=[O:6])=[CH:9][C:10]=4[F:37])[CH:21]=3)=[CH:29][CH:28]=2)[CH2:36][CH2:35]1)=[O:44])[CH3:39]. The yield is 0.350. (4) The reactants are C([O:3][C:4]([C:6]1[CH:10]=[C:9]([C:11]2[CH:16]=[CH:15][CH:14]=[CH:13][CH:12]=2)[N:8]([C:17]2[CH:22]=[CH:21][C:20]([S:23]([CH3:26])(=[O:25])=[O:24])=[CH:19][CH:18]=2)[N:7]=1)=O)C.C(C1C=C(C2C=CC=CC=2)N(C2C=CC(S(N)(=O)=O)=CC=2)N=1)=O. No catalyst specified. The product is [CH3:26][S:23]([C:20]1[CH:19]=[CH:18][C:17]([N:8]2[C:9]([C:11]3[CH:16]=[CH:15][CH:14]=[CH:13][CH:12]=3)=[CH:10][C:6]([CH:4]=[O:3])=[N:7]2)=[CH:22][CH:21]=1)(=[O:24])=[O:25]. The yield is 0.650. (5) The product is [CH2:1]([N:3]([CH2:20][CH3:21])[CH2:4][CH2:5][NH:6][C:37]([C:35]1[C:34]2[NH:33][C:32]3[C:27](=[CH:28][CH:29]=[CH:30][CH:31]=3)[C:26](=[O:41])[C:25]=2[CH:24]=[C:23]([I:22])[CH:36]=1)=[O:39])[CH3:2]. The catalyst is C1(C)C=CC=CC=1.ClCCl.C(O)C. The reactants are [CH2:1]([N:3]([CH2:20][CH3:21])[CH2:4][CH2:5][NH:6]C(C1C=CC2C(=CC=C(I)C=2)C=1)=O)[CH3:2].[I:22][C:23]1[CH:36]=[C:35]([C:37]([O:39]C)=O)[C:34]2[NH:33][C:32]3[C:27](=[CH:28][CH:29]=[CH:30][CH:31]=3)[C:26](=[O:41])[C:25]=2[CH:24]=1.[K+].[Br-].C(N(CC)CCNC(C1N=C2C=CC=CN2C=1)=O)C.IC1C2C=C(C(OC)=O)SC=2C=CC=1.NC1C=CC2N=C(C(OCC)=O)NC=2C=1. The yield is 0.880. (6) The reactants are C(OC([N:8](C(OC(C)(C)C)=O)[C:9]1[C:10]([C:22]2[O:26][N:25]=[C:24]([C:27]3[CH:32]=[CH:31][C:30]([CH2:33][N:34]([CH:42]4[CH2:44][CH2:43]4)C(=O)OC(C)(C)C)=[CH:29][CH:28]=3)[CH:23]=2)=[N:11][C:12]([C:15]2[CH:20]=[CH:19][C:18](=[O:21])[NH:17][CH:16]=2)=[CH:13][N:14]=1)=O)(C)(C)C.C(O)(C(F)(F)F)=O. The catalyst is C(Cl)Cl. The product is [NH2:8][C:9]1[N:14]=[CH:13][C:12]([C:15]2[CH:20]=[CH:19][C:18](=[O:21])[NH:17][CH:16]=2)=[N:11][C:10]=1[C:22]1[O:26][N:25]=[C:24]([C:27]2[CH:32]=[CH:31][C:30]([CH2:33][NH:34][CH:42]3[CH2:43][CH2:44]3)=[CH:29][CH:28]=2)[CH:23]=1. The yield is 0.440.